From a dataset of Catalyst prediction with 721,799 reactions and 888 catalyst types from USPTO. Predict which catalyst facilitates the given reaction. Reactant: [CH3:1][O:2][C:3]([C:5]1[CH:10]=[N:9][C:8]([CH2:11][CH:12]=[O:13])=[CH:7][N:6]=1)=[O:4].[CH2:14](O)[CH2:15][OH:16].O.C1(C)C=CC(S(O)(=O)=O)=CC=1. Product: [CH3:1][O:2][C:3]([C:5]1[CH:10]=[N:9][C:8]([CH2:11][CH:12]2[O:16][CH2:15][CH2:14][O:13]2)=[CH:7][N:6]=1)=[O:4]. The catalyst class is: 48.